This data is from Full USPTO retrosynthesis dataset with 1.9M reactions from patents (1976-2016). The task is: Predict the reactants needed to synthesize the given product. (1) Given the product [CH3:15][C:14]1[C:26]([CH3:27])=[C:25]([CH3:24])[CH:29]([CH3:28])[C:13]=1[C:12]1[CH:8]=[CH:7][CH:6]=[C:5]2[C:10]=1[NH:1][CH2:2][CH2:3][CH2:4]2, predict the reactants needed to synthesize it. The reactants are: [NH:1]1[C:10]2[C:5](=[CH:6][CH:7]=[CH:8]C=2)[CH2:4][CH2:3][CH2:2]1.[Li][CH2:12][CH2:13][CH2:14][CH3:15].C(=O)=O.C([Li])(C)(C)C.[CH3:24][C:25]1(C)[C:29](=O)[CH:28]=[CH:27][C:26]1(C)C. (2) Given the product [O:22]=[C:16]1[CH:15]([N:7]2[C:6](=[O:23])[C:5]3[C:10](=[CH:11][CH:12]=[CH:13][C:4]=3[CH2:3][NH:2][C:24](=[O:31])[CH2:25][CH2:26][CH2:27][CH2:28][CH2:29][CH3:30])[N:9]=[C:8]2[CH3:14])[CH2:20][CH2:19][C:18](=[O:21])[NH:17]1, predict the reactants needed to synthesize it. The reactants are: Cl.[NH2:2][CH2:3][C:4]1[CH:13]=[CH:12][CH:11]=[C:10]2[C:5]=1[C:6](=[O:23])[N:7]([CH:15]1[CH2:20][CH2:19][C:18](=[O:21])[NH:17][C:16]1=[O:22])[C:8]([CH3:14])=[N:9]2.[C:24](Cl)(=[O:31])[CH2:25][CH2:26][CH2:27][CH2:28][CH2:29][CH3:30].C(N(CC)C(C)C)(C)C. (3) Given the product [Cl:1][C:2]1[C:3]([CH3:22])=[N:4][C:5]([CH3:21])=[C:6]([Cl:20])[C:7]=1[S:8][C:9]1[S:13][C:12]([C:14]([NH:31][CH:28]2[CH2:29][CH2:30][N:25]([CH3:24])[CH2:26][CH2:27]2)=[O:15])=[CH:11][C:10]=1[N+:17]([O-:19])=[O:18], predict the reactants needed to synthesize it. The reactants are: [Cl:1][C:2]1[C:3]([CH3:22])=[N:4][C:5]([CH3:21])=[C:6]([Cl:20])[C:7]=1[S:8][C:9]1[S:13][C:12]([C:14](O)=[O:15])=[CH:11][C:10]=1[N+:17]([O-:19])=[O:18].Cl.[CH3:24][N:25]1[CH2:30][CH2:29][CH:28]([NH2:31])[CH2:27][CH2:26]1. (4) Given the product [N:26]([C:27]1[CH:28]=[CH:10][C:9]([C:12]2[CH:13]=[CH:8][CH:9]=[CH:10][C:11]=2[C:14](=[O:23])[CH2:15][C:16]([CH3:21])([CH3:22])[C:17]([O:19][CH3:20])=[O:18])=[CH:8][CH:13]=1)=[C:29]=[O:31], predict the reactants needed to synthesize it. The reactants are: NC1C=CC([C:8]2[CH:13]=[CH:12][C:11]([C:14](=[O:23])[CH2:15][C:16]([CH3:22])([CH3:21])[C:17]([O:19][CH3:20])=[O:18])=[CH:10][CH:9]=2)=CC=1.C([N:26]([CH2:29]C)[CH2:27][CH3:28])C.[OH-:31].[Na+].C(Cl)(Cl)=O. (5) The reactants are: [O:1]1[C:5]2([CH2:10][CH2:9][CH:8]([C:11]3[CH:18]=[CH:17][C:14]([CH2:15][NH2:16])=[CH:13][CH:12]=3)[CH2:7][CH2:6]2)[O:4][CH2:3][CH2:2]1.[F:19][C:20]([F:46])([F:45])[C:21]1[CH:26]=[CH:25][C:24]([C:27]2[C:28]([C:33]([NH:35][C:36]3[CH:37]=[C:38]([C:42](O)=[O:43])[N:39]([CH3:41])[CH:40]=3)=[O:34])=[CH:29][CH:30]=[CH:31][CH:32]=2)=[CH:23][CH:22]=1.CN(C(ON1N=NC2C=CC=CC1=2)=[N+](C)C)C.[B-](F)(F)(F)F.C(N(C(C)C)C(C)C)C. Given the product [O:1]1[C:5]2([CH2:6][CH2:7][CH:8]([C:11]3[CH:12]=[CH:13][C:14]([CH2:15][NH:16][C:42]([C:38]4[N:39]([CH3:41])[CH:40]=[C:36]([NH:35][C:33]([C:28]5[C:27]([C:24]6[CH:23]=[CH:22][C:21]([C:20]([F:46])([F:19])[F:45])=[CH:26][CH:25]=6)=[CH:32][CH:31]=[CH:30][CH:29]=5)=[O:34])[CH:37]=4)=[O:43])=[CH:17][CH:18]=3)[CH2:9][CH2:10]2)[O:4][CH2:3][CH2:2]1, predict the reactants needed to synthesize it. (6) Given the product [C:2]([O:5][C:6](=[O:7])[NH:8][CH2:9][CH:10]1[CH2:16][CH2:15][C:13]([F:23])=[CH:12][CH2:11]1)([CH3:4])([CH3:3])[CH3:1], predict the reactants needed to synthesize it. The reactants are: [CH3:1][C:2]([O:5][C:6]([NH:8][CH2:9][CH:10]1[CH2:16][CH2:15][C:13](=O)[CH2:12][CH2:11]1)=[O:7])([CH3:4])[CH3:3].CCN(S(F)(F)[F:23])CC. (7) Given the product [I:9]/[CH:1]=[CH:2]/[CH2:3][CH2:4][CH2:5][CH2:6][CH2:7][CH3:8], predict the reactants needed to synthesize it. The reactants are: [CH:1]#[C:2][CH2:3][CH2:4][CH2:5][CH2:6][CH2:7][CH3:8].[I:9]C1C=CC(OC)=CC=1.CN(C=O)C. (8) Given the product [NH2:1][C:2]1[C:3]2[C:10]([C:11]3[CH:12]=[CH:13][C:14]([Cl:17])=[CH:15][CH:16]=3)=[CH:9][N:8]([C:18]3[CH:19]=[C:20]([CH:21]=[CH:22][CH:23]=3)[CH:24]=[O:25])[C:4]=2[N:5]=[CH:6][N:7]=1, predict the reactants needed to synthesize it. The reactants are: [NH2:1][C:2]1[C:3]2[C:10]([C:11]3[CH:16]=[CH:15][C:14]([Cl:17])=[CH:13][CH:12]=3)=[CH:9][N:8]([C:18]3[CH:19]=[C:20]([CH2:24][OH:25])[CH:21]=[CH:22][CH:23]=3)[C:4]=2[N:5]=[CH:6][N:7]=1.C(N(CC)CC)C.N1C=CC=CC=1.S(=O)(=O)=O.Cl.